This data is from Forward reaction prediction with 1.9M reactions from USPTO patents (1976-2016). The task is: Predict the product of the given reaction. (1) The product is: [C:1]([O:5][C:6]([NH:8][CH2:9][CH2:10][C:11]1[NH:35][C:23]([C:25]2[CH:30]=[CH:29][N:28]=[CH:27][CH:26]=2)=[CH:22][C:12]=1[C:13]([O:15][CH2:16][CH3:17])=[O:14])=[O:7])([CH3:4])([CH3:3])[CH3:2]. Given the reactants [C:1]([O:5][C:6]([NH:8][CH2:9][CH2:10][C:11](=O)[CH2:12][C:13]([O:15][CH2:16][CH3:17])=[O:14])=[O:7])([CH3:4])([CH3:3])[CH3:2].[H-].[Na+].Br[CH2:22][C:23]([C:25]1[CH:30]=[CH:29][N:28]=[CH:27][CH:26]=1)=O.C([O-])(=O)C.[NH4+:35], predict the reaction product. (2) Given the reactants C1(C(C2C=CC=CC=2)(C2C=CC=CC=2)[NH:8][C@H:9]([C:35]([O:37][CH3:38])=[O:36])[CH2:10][O:11][C:12]2[CH:13]=[C:14]([C:18]3[CH:23]=[CH:22][CH:21]=[C:20]([NH:24][C:25]([NH:27][CH2:28][C:29]4[CH:34]=[CH:33][CH:32]=[CH:31][N:30]=4)=[O:26])[CH:19]=3)[CH:15]=[CH:16][CH:17]=2)C=CC=CC=1.[ClH:51], predict the reaction product. The product is: [ClH:51].[N:30]1[CH:31]=[CH:32][CH:33]=[CH:34][C:29]=1[CH2:28][NH:27][C:25]([NH:24][C:20]1[CH:19]=[C:18]([C:14]2[CH:15]=[CH:16][CH:17]=[C:12]([O:11][CH2:10][C@@H:9]([C:35]([O:37][CH3:38])=[O:36])[NH2:8])[CH:13]=2)[CH:23]=[CH:22][CH:21]=1)=[O:26]. (3) Given the reactants [C:1]([OH:9])(=[O:8])[C:2]([CH2:4][C:5]([OH:7])=[O:6])=[CH2:3].[OH-].[Na+:11], predict the reaction product. The product is: [C:1]([O-:9])(=[O:8])[C:2]([CH2:4][C:5]([OH:7])=[O:6])=[CH2:3].[Na+:11].